Dataset: Reaction yield outcomes from USPTO patents with 853,638 reactions. Task: Predict the reaction yield, written as a fraction of the theoretical maximum amount of product (1.0 means a 100% yield; for example, 0.34 means a 34% yield). (1) The reactants are [Br-].[C:2]([NH:5][C:6]1[S:7][CH:8]=[C:9]([CH2:11][P+](C2C=CC=CC=2)(C2C=CC=CC=2)C2C=CC=CC=2)[N:10]=1)(=[O:4])[CH3:3].[OH:31][C:32]1[CH:39]=[CH:38][C:35]([CH:36]=O)=[CH:34][CH:33]=1.CC(C)([O-])C.[K+].O. The catalyst is CN(C)C=O.C(OCC)(=O)C. The product is [OH:31][C:32]1[CH:39]=[CH:38][C:35]([CH:36]=[CH:11][C:9]2[N:10]=[C:6]([NH:5][C:2](=[O:4])[CH3:3])[S:7][CH:8]=2)=[CH:34][CH:33]=1. The yield is 0.675. (2) The catalyst is O. The yield is 0.430. The product is [CH2:13]([C:15]1[N:16]([C:40]2[CH:45]=[CH:44][C:43]([O:46][CH2:47][C:48]([O:51][CH3:52])([CH3:50])[CH3:49])=[CH:42][CH:41]=2)[C:17](=[O:39])[C:18]([CH2:24][C:25]2[CH:26]=[CH:27][C:28]([C:31]3[CH:36]=[CH:35][CH:34]=[CH:33][C:32]=3[C:37]3[NH:3][C:4](=[O:7])[O:5][N:38]=3)=[CH:29][CH:30]=2)=[C:19]([CH2:21][CH2:22][CH3:23])[N:20]=1)[CH3:14]. The reactants are [Cl-].O[NH3+:3].[C:4](=[O:7])([O-])[OH:5].[Na+].CS(C)=O.[CH2:13]([C:15]1[N:16]([C:40]2[CH:45]=[CH:44][C:43]([O:46][CH2:47][C:48]([O:51][CH3:52])([CH3:50])[CH3:49])=[CH:42][CH:41]=2)[C:17](=[O:39])[C:18]([CH2:24][C:25]2[CH:30]=[CH:29][C:28]([C:31]3[C:32]([C:37]#[N:38])=[CH:33][CH:34]=[CH:35][CH:36]=3)=[CH:27][CH:26]=2)=[C:19]([CH2:21][CH2:22][CH3:23])[N:20]=1)[CH3:14]. (3) The reactants are C[O:2][C:3]([C:5]1[CH:10]=[CH:9][CH:8]=[C:7]([N+:11]([O-])=O)[C:6]=1[CH:14](C(OC)=O)[C:15]([O:17]C)=O)=[O:4]. The catalyst is Cl. The product is [C:3]([C:5]1[CH:10]=[CH:9][CH:8]=[C:7]2[C:6]=1[CH2:14][C:15](=[O:17])[NH:11]2)([OH:2])=[O:4]. The yield is 0.370. (4) The reactants are [CH3:1][O:2][C:3](=[O:15])[C:4]1[C:5](=[C:10](I)[CH:11]=[CH:12][CH:13]=1)[C:6]([O:8][CH3:9])=[O:7].[CH3:16][O:17][C:18]1[CH:24]=[C:23]([O:25][CH3:26])[CH:22]=[CH:21][C:19]=1[NH2:20].C1C=CC(P(C2C(C3C(P(C4C=CC=CC=4)C4C=CC=CC=4)=CC=C4C=3C=CC=C4)=C3C(C=CC=C3)=CC=2)C2C=CC=CC=2)=CC=1.C(=O)([O-])[O-].[Cs+].[Cs+]. The catalyst is C1(C)C=CC=CC=1.C(Cl)Cl.C1C=CC(/C=C/C(/C=C/C2C=CC=CC=2)=O)=CC=1.C1C=CC(/C=C/C(/C=C/C2C=CC=CC=2)=O)=CC=1.C1C=CC(/C=C/C(/C=C/C2C=CC=CC=2)=O)=CC=1.[Pd].[Pd]. The product is [CH3:1][O:2][C:3](=[O:15])[C:4]1[C:5](=[C:10]([NH:20][C:19]2[CH:21]=[CH:22][C:23]([O:25][CH3:26])=[CH:24][C:18]=2[O:17][CH3:16])[CH:11]=[CH:12][CH:13]=1)[C:6]([O:8][CH3:9])=[O:7]. The yield is 0.810. (5) The reactants are [C:1]([O:5][C:6]([C:8]1[CH:9]=[C:10]([C:14]2[C:19]([CH3:20])=[CH:18][CH:17]=[CH:16][N+:15]=2[O-])[CH:11]=[CH:12][CH:13]=1)=[O:7])([CH3:4])([CH3:3])[CH3:2].[N:22]1C=CC=CC=1.CS(OS(C)(=O)=O)(=O)=O.C(CN)O. The catalyst is C(#N)C.O. The product is [C:1]([O:5][C:6](=[O:7])[C:8]1[CH:13]=[CH:12][CH:11]=[C:10]([C:14]2[C:19]([CH3:20])=[CH:18][CH:17]=[C:16]([NH2:22])[N:15]=2)[CH:9]=1)([CH3:4])([CH3:3])[CH3:2]. The yield is 0.530. (6) The reactants are [CH3:1][C:2]1([CH3:21])[C:6]([CH3:8])([CH3:7])[O:5][B:4]([C:9]2[CH:10]=[C:11]([CH2:15][C:16]([O:18]CC)=[O:17])[CH:12]=[CH:13][CH:14]=2)[O:3]1.O.[Li+].[OH-]. The catalyst is CO. The product is [CH3:7][C:6]1([CH3:8])[C:2]([CH3:1])([CH3:21])[O:3][B:4]([C:9]2[CH:10]=[C:11]([CH2:15][C:16]([OH:18])=[O:17])[CH:12]=[CH:13][CH:14]=2)[O:5]1. The yield is 0.940. (7) The reactants are C([N:4]1[CH2:9][CH:8]=[C:7]([C:10]2[CH:19]=[C:18]3[C:13]([C:14](=[O:27])[C:15]4[C:25](=[O:26])[NH:24][S:23][C:16]=4[N:17]3[CH:20]3[CH2:22][CH2:21]3)=[CH:12][C:11]=2[F:28])[CH2:6][CH2:5]1)(=O)C. The catalyst is Cl. The product is [NH:4]1[CH2:5][CH:6]=[C:7]([C:10]2[CH:19]=[C:18]3[C:13]([C:14](=[O:27])[C:15]4[C:25](=[O:26])[NH:24][S:23][C:16]=4[N:17]3[CH:20]3[CH2:22][CH2:21]3)=[CH:12][C:11]=2[F:28])[CH2:8][CH2:9]1. The yield is 0.980.